Task: Predict the product of the given reaction.. Dataset: Forward reaction prediction with 1.9M reactions from USPTO patents (1976-2016) Given the reactants [CH3:1][N:2]1[CH2:6][CH2:5][NH:4][C:3]1=[O:7].[H-].[Na+].Cl[CH2:11][C:12]1[CH:17]=[N:16][C:15]2[N:18]([CH2:21][CH3:22])[N:19]=[CH:20][C:14]=2[C:13]=1[NH:23][CH:24]1[CH2:29][CH2:28][O:27][CH2:26][CH2:25]1, predict the reaction product. The product is: [CH2:21]([N:18]1[C:15]2=[N:16][CH:17]=[C:12]([CH2:11][N:4]3[CH2:5][CH2:6][N:2]([CH3:1])[C:3]3=[O:7])[C:13]([NH:23][CH:24]3[CH2:29][CH2:28][O:27][CH2:26][CH2:25]3)=[C:14]2[CH:20]=[N:19]1)[CH3:22].